Dataset: Full USPTO retrosynthesis dataset with 1.9M reactions from patents (1976-2016). Task: Predict the reactants needed to synthesize the given product. (1) Given the product [F:9][C:10]1[CH:16]=[CH:15][C:13]([N:14]2[C@@H:3]([CH2:2][OH:1])[CH2:4][CH2:5][C:6]2=[O:8])=[CH:12][CH:11]=1, predict the reactants needed to synthesize it. The reactants are: [OH:1][CH2:2][C@H:3]1O[C:6](=[O:8])[CH2:5][CH2:4]1.[F:9][C:10]1[CH:16]=[CH:15][C:13]([NH2:14])=[CH:12][CH:11]=1.Cl. (2) Given the product [CH3:16][C:15]([S:19](/[N:21]=[CH:11]/[C:10]1[CH:13]=[CH:14][C:7]([S:4]([CH2:1][CH2:2][CH3:3])(=[O:6])=[O:5])=[CH:8][CH:9]=1)=[O:20])([CH3:18])[CH3:17], predict the reactants needed to synthesize it. The reactants are: [CH2:1]([S:4]([C:7]1[CH:14]=[CH:13][C:10]([CH:11]=O)=[CH:9][CH:8]=1)(=[O:6])=[O:5])[CH2:2][CH3:3].[C:15]([S:19]([NH2:21])=[O:20])([CH3:18])([CH3:17])[CH3:16]. (3) Given the product [C:29]1([CH3:28])[CH:30]=[CH:31][C:32]([S:35]([O-:38])(=[O:36])=[O:37])=[CH:33][CH:34]=1.[CH3:1][O:2][C:3]1[CH:4]=[CH:5][C:6]([C:9]([C:11]2[S:27][C:14]3[N:15]([CH2:19][CH2:20][NH+:21]4[CH2:22][CH2:23][O:24][CH2:25][CH2:26]4)[C:16]([CH3:18])=[CH:17][C:13]=3[CH:12]=2)=[O:10])=[CH:7][N:8]=1, predict the reactants needed to synthesize it. The reactants are: [CH3:1][O:2][C:3]1[N:8]=[CH:7][C:6]([C:9]([C:11]2[S:27][C:14]3[N:15]([CH2:19][CH2:20][N:21]4[CH2:26][CH2:25][O:24][CH2:23][CH2:22]4)[C:16]([CH3:18])=[CH:17][C:13]=3[CH:12]=2)=[O:10])=[CH:5][CH:4]=1.[CH3:28][C:29]1[CH:30]=[CH:31][C:32]([S:35]([OH:38])(=[O:37])=[O:36])=[CH:33][CH:34]=1. (4) Given the product [N:25]1([C:34]2[CH:35]=[C:30]([CH:31]=[CH:32][CH:33]=2)[CH2:29][CH2:28][N:25]2[CH2:24][CH2:23][C@@H:27]([N:8]3[C:7]4[CH:6]=[CH:5][CH:4]=[CH:3][C:13]=4[CH2:12][O:11][C:10]4[CH:14]=[CH:15][CH:16]=[CH:17][C:9]3=4)[CH2:26]2)[CH2:26][CH2:27][CH2:23][CH2:24]1, predict the reactants needed to synthesize it. The reactants are: [H-].[Na+].[CH:3]1[C:13]2[CH2:12][O:11][C:10]3[CH:14]=[CH:15][CH:16]=[CH:17][C:9]=3[NH:8][C:7]=2[CH:6]=[CH:5][CH:4]=1.CS(O[C@H:23]1[CH2:27][CH2:26][N:25]([CH2:28][CH2:29][C:30]2[CH:35]=[CH:34][C:33](N3CCCC3)=[CH:32][CH:31]=2)[CH2:24]1)(=O)=O.[Cl-].[Na+].